The task is: Regression/Classification. Given a drug SMILES string, predict its absorption, distribution, metabolism, or excretion properties. Task type varies by dataset: regression for continuous measurements (e.g., permeability, clearance, half-life) or binary classification for categorical outcomes (e.g., BBB penetration, CYP inhibition). Dataset: cyp2c9_veith.. This data is from CYP2C9 inhibition data for predicting drug metabolism from PubChem BioAssay. (1) The result is 0 (non-inhibitor). The drug is O=c1[nH]c(SCc2ccccc2[N+](=O)[O-])nc2nc[nH]c12. (2) The drug is COc1ccccc1-c1nccc(NCc2cccnc2)n1. The result is 0 (non-inhibitor). (3) The molecule is O=C(CC1SC(N2CCCCC2)=NC1=O)Nc1cccc(C(=O)O)c1. The result is 0 (non-inhibitor). (4) The compound is CC1CCN(C2CCN(S(=O)(=O)c3ccc(F)cc3)CC2)CC1.O=C(O)C(=O)O. The result is 0 (non-inhibitor). (5) The compound is Oc1c(Br)cc(Br)cc1CN(Cc1cc(Br)cc(Br)c1O)C1CCCCC1. The result is 0 (non-inhibitor). (6) The drug is CCCCOc1ccccc1C1CC(=O)NC2=C1C(=O)CCC2. The result is 1 (inhibitor).